Dataset: Experimentally validated miRNA-target interactions with 360,000+ pairs, plus equal number of negative samples. Task: Binary Classification. Given a miRNA mature sequence and a target amino acid sequence, predict their likelihood of interaction. (1) The miRNA is hsa-miR-548ad-3p with sequence GAAAACGACAAUGACUUUUGCA. The protein sequence of the target gene is MERGLPLLCATLALALALAGAFRSDKCGGTIKIENPGYLTSPGYPHSYHPSEKCEWLIQAPEPYQRIMINFNPHFDLEDRDCKYDYVEVIDGENEGGRLWGKFCGKIAPSPVVSSGPFLFIKFVSDYETHGAGFSIRYEIFKRGPECSQNYTAPTGVIKSPGFPEKYPNSLECTYIIFAPKMSEIILEFESFDLEQDSNPPGGMFCRYDRLEIWDGFPEVGPHIGRYCGQKTPGRIRSSSGVLSMVFYTDSAIAKEGFSANYSVLQSSISEDFKCMEALGMESGEIHSDQITASSQYGTN.... Result: 0 (no interaction). (2) The miRNA is mmu-miR-6393 with sequence CUGCCCACGAAGCACACUGAGU. The protein sequence of the target gene is MGKSDFLTPKAIANRIKSKGLQKLRWYCQMCQKQCRDENGFKCHCMSESHQRQLLLASENPQQFMDYFSEEFRNDFLELLRRRFGTKRVHNNIVYNEYISHREHIHMNATQWETLTDFTKWLGREGLCKVDETPKGWYIQYIDRDPETIRRQLELEKKKKQDLDDEEKTAKFIEEQVRRGLEGKEQEVPTFTELSRENDEEKVTFNLSKGACSSSGATSSKSSTLGPSALKTIGSSASVKRKESSQSSTQSKEKKKKKSALDEIMEIEEEKKRTARTDYWLQPEIIVKIITKKLGEKYHK.... Result: 0 (no interaction). (3) The miRNA is hsa-miR-3919 with sequence GCAGAGAACAAAGGACUCAGU. The protein sequence of the target gene is MSEHVRTRSQSSERGNDQESSQPVGSVIVQEPTEEKRQEEEPPTDNQGIAPSGEIENEGAPAVQGPDMEAFQQELALLKIEDEPGDGPDVREGIMPTFDLTKVLEAGDAQP. Result: 0 (no interaction). (4) The miRNA is hsa-miR-6781-5p with sequence CGGGCCGGAGGUCAAGGGCGU. The protein sequence of the target gene is MIRFILIQNRAGKTRLAKWYMQFDDDEKQKLIEEVHAVVTVRDAKHTNFVEFRNFKIIYRRYAGLYFCICVDVNDNNLAYLEAIHNFVEVLNEYFHNVCELDLVFNFYKVYTVVDEMFLAGEIRETSQTKVLKQLLMLQSLE. Result: 1 (interaction). (5) The miRNA is mmu-miR-188-5p with sequence CAUCCCUUGCAUGGUGGAGGG. The protein sequence of the target gene is MKCEHCTRKECSKKSKTDDQENVSSDGAQPSDGASPAKESEEKGEFHKLADAKIFLSDCLACDSCVTVEEGVQLSQQSAKDFLHVLNLNKRCDTSKHRVLVVSVCPQSLPYFAAKFNLSVTDASRRLCGFLKSLGVHYVFDTTIAADFSILESQKEFVRRYHQHSEEQRELPMLTSACPGWVRYAERVLGRPIIPYLCTAKSPQQVMGSLVKDYFARQQNLSPEKIFHVVVAPCYDKKLEALREGLSTTLNGARGTDCVLTSGEIAQIMEQSDLSVKDIAVDTLFGDMKEVAVQRHDGVS.... Result: 0 (no interaction). (6) The miRNA is hsa-miR-3200-3p with sequence CACCUUGCGCUACUCAGGUCUG. The protein sequence of the target gene is MSGSKSVSPPGYAAQTAASPAPRGGPEHRAAWGEADSRANGYPHAPGGSTRGSTKRSGGAVTPQQQQRLASRWRGGDDDEDPPLSGDDPLAGGFGFSFRSKSAWQERGGDDGGRGSRRQRRGAAGGGSTRAPPAGGSGSSAAAAAAAGGTEVRPRSVELGLEERRGKGRAAEELEPGTGIVEDGDGSEDGGSSVASGSGTGAVLSLGACCLALLQIFRSKKFPSDKLERLYQRYFFRLNQSSLTMLMAVLVLVCLVMLAFHAARPPLQIAYLAVLAAAVGVILIMAVLCNRAAFHQDHMG.... Result: 0 (no interaction).